Predict the product of the given reaction. From a dataset of Forward reaction prediction with 1.9M reactions from USPTO patents (1976-2016). Given the reactants Br[C:2]1[CH:3]=[C:4]2[C:9](=[CH:10][CH:11]=1)[N:8]=[C:7]([Cl:12])[CH:6]=[CH:5]2.[C:13]([Cu])#[N:14].CN(C=O)C, predict the reaction product. The product is: [Cl:12][C:7]1[CH:6]=[CH:5][C:4]2[C:9](=[CH:10][CH:11]=[C:2]([C:13]#[N:14])[CH:3]=2)[N:8]=1.